From a dataset of Reaction yield outcomes from USPTO patents with 853,638 reactions. Predict the reaction yield, written as a fraction of the theoretical maximum amount of product (1.0 means a 100% yield; for example, 0.34 means a 34% yield). (1) No catalyst specified. The product is [CH:12]([C:16]1[CH:21]=[CH:20][C:19]([O:22][C:2]2[CH:3]=[CH:4][C:5]([C:8]([NH2:10])=[O:9])=[N:6][CH:7]=2)=[C:18]([O:23][CH3:24])[CH:17]=1)=[O:11]. The reactants are F[C:2]1[CH:3]=[CH:4][C:5]([C:8]([NH2:10])=[O:9])=[N:6][CH:7]=1.[O:11]1CCO[CH:12]1[C:16]1[CH:21]=[CH:20][C:19]([OH:22])=[C:18]([O:23][CH3:24])[CH:17]=1. The yield is 0.160. (2) The reactants are Br[C:2]1[CH:11]=[C:10]2[C:5]([C:6]([N:13]3[CH2:18][CH2:17][O:16][CH2:15][CH2:14]3)=[N:7][C:8]([Cl:12])=[N:9]2)=[CH:4][CH:3]=1.[CH3:19][C:20]1[O:24][C:23](B2OC(C)(C)C(C)(C)O2)=[CH:22][CH:21]=1.C(=O)([O-])[O-].[Na+].[Na+].CN(C=O)C. The catalyst is Cl[Pd](Cl)([P](C1C=CC=CC=1)(C1C=CC=CC=1)C1C=CC=CC=1)[P](C1C=CC=CC=1)(C1C=CC=CC=1)C1C=CC=CC=1.O. The product is [Cl:12][C:8]1[N:7]=[C:6]([N:13]2[CH2:18][CH2:17][O:16][CH2:15][CH2:14]2)[C:5]2[C:10](=[CH:11][C:2]([C:23]3[O:24][C:20]([CH3:19])=[CH:21][CH:22]=3)=[CH:3][CH:4]=2)[N:9]=1. The yield is 0.700. (3) The reactants are Cl[C:2]1[C:3]2[N:4]([CH:12]=[N:13][N:14]=2)[C:5]2[N:11]=[CH:10][CH:9]=[CH:8][C:6]=2[N:7]=1.[CH3:15][N:16]1[CH2:21][CH2:20][NH:19][CH2:18][CH2:17]1.[NH4+].[Cl-]. The catalyst is CN(C=O)C. The product is [CH3:15][N:16]1[CH2:21][CH2:20][N:19]([C:2]2[C:3]3[N:4]([CH:12]=[N:13][N:14]=3)[C:5]3[N:11]=[CH:10][CH:9]=[CH:8][C:6]=3[N:7]=2)[CH2:18][CH2:17]1. The yield is 0.170. (4) The reactants are [CH2:1]([O:3][CH2:4][CH2:5][O:6][C:7]1[CH:12]=[C:11]([CH3:13])[C:10]([C:14]2[CH:19]=[CH:18][CH:17]=[C:16]([CH2:20][NH:21][C:22]3[CH:27]=[CH:26][C:25]([CH2:28][CH2:29][C:30]([OH:32])=[O:31])=[C:24]([F:33])[CH:23]=3)[CH:15]=2)=[C:9]([CH3:34])[CH:8]=1)[CH3:2].[ClH:35].C(OCC)(=O)C. The catalyst is C(OCC)(=O)C. The product is [ClH:35].[CH2:1]([O:3][CH2:4][CH2:5][O:6][C:7]1[CH:12]=[C:11]([CH3:13])[C:10]([C:14]2[CH:19]=[CH:18][CH:17]=[C:16]([CH2:20][NH:21][C:22]3[CH:27]=[CH:26][C:25]([CH2:28][CH2:29][C:30]([OH:32])=[O:31])=[C:24]([F:33])[CH:23]=3)[CH:15]=2)=[C:9]([CH3:34])[CH:8]=1)[CH3:2]. The yield is 0.970. (5) The reactants are [OH:1][S:2]([OH:5])(=[O:4])=[O:3].[CH3:6][N:7]([C:10]1[N:15]=[C:14]([NH:16][CH2:17][CH2:18][CH3:19])[N:13]=[C:12]([NH:20][CH2:21][CH2:22][CH3:23])[N:11]=1)[NH:8][CH3:9]. The catalyst is O1CCOCC1. The product is [S:2]([OH:5])([OH:4])(=[O:3])=[O:1].[CH2:17]([NH:16][C:14]1[N:13]=[C:12]([NH:20][CH2:21][CH2:22][CH3:23])[N:11]=[C:10]([N:7]([CH3:6])[NH:8][CH3:9])[N:15]=1)[CH2:18][CH3:19]. The yield is 1.00.